This data is from Catalyst prediction with 721,799 reactions and 888 catalyst types from USPTO. The task is: Predict which catalyst facilitates the given reaction. Reactant: [C:1]([O:5][C:6](=[O:20])[NH:7][C@@H:8]1[CH2:12][CH2:11][N:10]([C:13]2[CH:18]=[CH:17][N:16]=[C:15](Cl)[N:14]=2)[CH2:9]1)([CH3:4])([CH3:3])[CH3:2].C(N(CC)C(C)C)(C)C.[CH2:30]([NH2:34])[CH:31]([CH3:33])[CH3:32]. The catalyst class is: 41. Product: [C:1]([O:5][C:6](=[O:20])[NH:7][C@@H:8]1[CH2:12][CH2:11][N:10]([C:13]2[CH:18]=[CH:17][N:16]=[C:15]([NH:34][CH2:30][CH:31]([CH3:33])[CH3:32])[N:14]=2)[CH2:9]1)([CH3:4])([CH3:3])[CH3:2].